From a dataset of Experimentally validated miRNA-target interactions with 360,000+ pairs, plus equal number of negative samples. Binary Classification. Given a miRNA mature sequence and a target amino acid sequence, predict their likelihood of interaction. (1) The miRNA is mmu-miR-1952 with sequence UCUCCACCCUCCUUCUG. The protein sequence of the target gene is MTSCGQRSRNVLAVFSLLFPAVLSAHFRVCEPYTDHKGRYHFGFHCPRLSDNKTFVLCCHHNNTVFKYCCNETEFQAVMQANLTAGPEGYMHNNYTALLGVWIYGFFVLTLLVLDLLYYSAMNYDICKVYLTRWGIQGRWMKQDPRRWGNPARAPRPGQPAPQPQPPPGTLPQAPQAVHTLRGDTHSPPLMTFQSSSA. Result: 1 (interaction). (2) The miRNA is mmu-miR-9768-3p with sequence ACUGCCUUCCUUUGUGUGGCCCAG. The protein sequence of the target gene is MALKQEMAKSLLKTASLSGRTKLLHQTGLSLYSTSHGFYEEEVKKTLQQFPGGSIDLQKEDNGIGILTLNNPSRMNAFSGVMMLQLLEKVIELENWTEGKGLIVRGAKNTFSSGSDLNAVKSLGTPEDGMAVCMFMQNTLTRFMRLPLISVALVQGWALGGGAEFTTACDFRLMTPESKIRFVHKEMGIIPSWGGTTRLVEIIGSRQALKVLSGALKLDSKNALNIGMVEEVLQSSDETKSLEEAQEWLKQFIQGPPEVIRALKKSVCSGRELYLEEALQNERDLLGTVWGGPANLEAIA.... Result: 0 (no interaction). (3) The miRNA is rno-miR-485-5p with sequence AGAGGCUGGCCGUGAUGAAUUC. The protein sequence of the target gene is MNGGKECDGGDKEGGLAAIQVPVGWQRRVDHNGVLYISPSGSLLSCLDQVKTYLLTDGTCKCGLECPLILPKVFNFDPGAAVKQRTAEDVKADDDVTKLCIHKRKIIAVATLHQSMEAPHPSLVLTSPGGGTNATPVVPSRAATPRSVRNKSHEGITNSVMPECKNPFKLMTGSSNAMGRLYMQDLPGSQQQELHPVYPRQRLGSSEHGQKSPFRGSHGGLPSPASSGSQIYGDGSISPRTDPLGSPDVFTRNNPGFHGAPNSSPIHLNRTPLSPPSVMLHGSPVQSSCAMAGRTNIPLS.... Result: 0 (no interaction). (4) The miRNA is hsa-miR-2355-3p with sequence AUUGUCCUUGCUGUUUGGAGAU. The protein sequence of the target gene is MAFPHLQQPSFLLASLKADSINKPFAQRCQDLVKVIEDFPAKELHAVFPWLVESIFGSLDGVLVGWNLRCLQGRVNPVEYSTAMEFLDPSGPMMKLVYKLQAEDYNFDFPVSCLPGPVKASIQENVLPDSPLYHNKVQFPPTGGLGLNLALNPFEYYMFYFALSLISQKPMSMTLHVRTSDCAYFTLVDRYLSWFLPTEGSVPPPLCSSPGGSSPSPAPRTPAMPFASYGLHTSLLKRHISHQTSVNADPASHEIWRSETLLQVFVEMWLHHYSLEMYQKMQSPHAKLEVLHYRLTVSSA.... Result: 0 (no interaction). (5) The miRNA is gga-miR-199-5p with sequence CCCAGUGUUCAGACUACCUGUUC. The protein sequence of the target gene is MQTFLKGKRVGYWLSEKKIRKLNFQAFAELCRKRGVEVVQLDLTKPIEDQGPLDVIIHKLTDVILEADQNDSQSLELVQRFQEYIDAHPETIILDPLPAIRTLLDRSKSYELIRQIEAYMQDERICSPPFMELTSACGEDTLQLIEKNGLAFPFICKTRVAHGTNSHEMAIIFNQEGLKAVRPPCVIQSFINHNAVLYKVFVVGESYTVVKRPSLKNFSAGISDRESIFFNSHNVSKPESSSVLTALDKIEGVFERPDDDVIREISKALRQALGVSLFGIDIIINNQTGQHAVIDINAFP.... Result: 1 (interaction).